Predict which catalyst facilitates the given reaction. From a dataset of Catalyst prediction with 721,799 reactions and 888 catalyst types from USPTO. (1) Reactant: C[O:2][C:3](=[O:42])[C:4]1[CH:9]=[C:8]([O:10][CH2:11][CH2:12][CH2:13][N:14]([CH2:29][C:30]2[CH:35]=[CH:34][CH:33]=[C:32]([C:36]([F:39])([F:38])[F:37])[C:31]=2[Cl:40])[CH2:15][CH:16]([C:23]2[CH:28]=[CH:27][CH:26]=[CH:25][CH:24]=2)[C:17]2[CH:22]=[CH:21][CH:20]=[CH:19][CH:18]=2)[CH:7]=[CH:6][C:5]=1[Br:41].[Li+].[OH-].O[Li].O.[OH-].[K+]. Product: [Br:41][C:5]1[CH:6]=[CH:7][C:8]([O:10][CH2:11][CH2:12][CH2:13][N:14]([CH2:29][C:30]2[CH:35]=[CH:34][CH:33]=[C:32]([C:36]([F:37])([F:38])[F:39])[C:31]=2[Cl:40])[CH2:15][CH:16]([C:23]2[CH:28]=[CH:27][CH:26]=[CH:25][CH:24]=2)[C:17]2[CH:22]=[CH:21][CH:20]=[CH:19][CH:18]=2)=[CH:9][C:4]=1[C:3]([OH:42])=[O:2]. The catalyst class is: 90. (2) Reactant: O[C@@H]([N:6]1[C:15]2[C:10](=[CH:11][C:12]([C:16]3[C:21]([OH:22])=[CH:20][CH:19]=[CH:18][C:17]=3[OH:23])=[CH:13][CH:14]=2)[C:9]([CH3:24])=[CH:8][C:7]1([CH3:26])[CH3:25])CC=C.[C:27]1(P([C:27]2[CH:32]=CC=[CH:29][CH:28]=2)[C:27]2[CH:32]=CC=[CH:29][CH:28]=2)[CH:32]=CC=[CH:29][CH:28]=1.CC(OC(/N=N/C(OC(C)C)=O)=O)C.CCCCCCC. Product: [CH2:28]([C@H:29]1[C:11]2=[C:10]3[C:15](=[CH:14][CH:13]=[C:12]2[C:16]2[C:17]([OH:23])=[CH:18][CH:19]=[CH:20][C:21]=2[O:22]1)[NH:6][C:7]([CH3:25])([CH3:26])[CH:8]=[C:9]3[CH3:24])[CH:27]=[CH2:32]. The catalyst class is: 1. (3) Reactant: Cl.Cl.[F:3][C:4]([F:22])([F:21])[C:5]([C:8]1[CH:9]=[N:10][C:11]([N:14]2[CH2:19][CH2:18][NH:17][CH2:16][C@@H:15]2[CH3:20])=[N:12][CH:13]=1)([OH:7])[CH3:6].C(Cl)Cl.[S:26]1[CH:30]=[CH:29][CH:28]=[C:27]1[S:31](Cl)(=[O:33])=[O:32]. Product: [F:22][C:4]([F:3])([F:21])[C:5]([C:8]1[CH:9]=[N:10][C:11]([N:14]2[CH2:19][CH2:18][N:17]([S:31]([C:27]3[S:26][CH:30]=[CH:29][CH:28]=3)(=[O:33])=[O:32])[CH2:16][C@@H:15]2[CH3:20])=[N:12][CH:13]=1)([OH:7])[CH3:6]. The catalyst class is: 6. (4) Product: [Si:7]([O:24][CH2:25][C:26]1[C:27]([N:40]2[CH2:41][C@H:42]([CH3:47])[O:43][C@H:44]([CH3:46])[CH2:45]2)=[C:28]([F:39])[C:29]([F:38])=[C:30]([C:32](=[N:49][OH:50])[C:33]([F:36])([F:35])[F:34])[CH:31]=1)([C:20]([CH3:21])([CH3:23])[CH3:22])([C:14]1[CH:15]=[CH:16][CH:17]=[CH:18][CH:19]=1)[C:8]1[CH:13]=[CH:12][CH:11]=[CH:10][CH:9]=1. The catalyst class is: 8. Reactant: N1C=CC=CC=1.[Si:7]([O:24][CH2:25][C:26]1[C:27]([N:40]2[CH2:45][C@H:44]([CH3:46])[O:43][C@H:42]([CH3:47])[CH2:41]2)=[C:28]([F:39])[C:29]([F:38])=[C:30]([C:32](=O)[C:33]([F:36])([F:35])[F:34])[CH:31]=1)([C:20]([CH3:23])([CH3:22])[CH3:21])([C:14]1[CH:19]=[CH:18][CH:17]=[CH:16][CH:15]=1)[C:8]1[CH:13]=[CH:12][CH:11]=[CH:10][CH:9]=1.Cl.[NH2:49][OH:50]. (5) Reactant: [F:1][C:2]1[CH:3]=[C:4]([N:9]2[C:14](=[O:15])[C:13]([OH:16])=[C:12]([C:17]3[CH:22]=[CH:21][C:20]([S:23]([CH3:26])(=[O:25])=[O:24])=[CH:19][CH:18]=3)[CH:11]=[N:10]2)[CH:5]=[CH:6][C:7]=1[F:8].C1C=CC(P(C2C=CC=CC=2)C2C=CC=CC=2)=CC=1.[CH3:46][C:47]([CH2:49]O)=[O:48].CC(OC(/N=N/C(OC(C)C)=O)=O)C. Product: [F:1][C:2]1[CH:3]=[C:4]([N:9]2[C:14](=[O:15])[C:13]([O:16][CH2:46][C:47](=[O:48])[CH3:49])=[C:12]([C:17]3[CH:22]=[CH:21][C:20]([S:23]([CH3:26])(=[O:25])=[O:24])=[CH:19][CH:18]=3)[CH:11]=[N:10]2)[CH:5]=[CH:6][C:7]=1[F:8]. The catalyst class is: 1.